Task: Predict the reactants needed to synthesize the given product.. Dataset: Full USPTO retrosynthesis dataset with 1.9M reactions from patents (1976-2016) Given the product [F:1][C:2]1[CH:10]=[C:9]([F:11])[CH:8]=[CH:7][C:3]=1[C:4]([N:34]1[CH2:33][CH2:32][N:31]([C:37]([O:39][C:40]([CH3:43])([CH3:42])[CH3:41])=[O:38])[CH2:36][CH2:35]1)=[O:6], predict the reactants needed to synthesize it. The reactants are: [F:1][C:2]1[CH:10]=[C:9]([F:11])[CH:8]=[CH:7][C:3]=1[C:4]([OH:6])=O.CCN(C(C)C)C(C)C.C1C=CC2N(O)N=NC=2C=1.[N:31]1([C:37]([O:39][C:40]([CH3:43])([CH3:42])[CH3:41])=[O:38])[CH2:36][CH2:35][NH:34][CH2:33][CH2:32]1.CCN=C=NCCCN(C)C.